Dataset: Forward reaction prediction with 1.9M reactions from USPTO patents (1976-2016). Task: Predict the product of the given reaction. (1) Given the reactants [CH2:1]([O:3][C:4](=[O:19])[CH:5]([O:16][CH2:17][CH3:18])[CH2:6][C:7]1[CH:15]=[CH:14][CH:13]=[C:12]2[C:8]=1[CH:9]=[CH:10][NH:11]2)[CH3:2].[CH3:20][C:21]1[O:25][C:24]([C:26]2[CH:31]=[CH:30][CH:29]=[CH:28][CH:27]=2)=[N:23][C:22]=1[CH2:32][CH2:33][CH2:34]OS(C)(=O)=O.[H-].[Na+], predict the reaction product. The product is: [CH2:1]([O:3][C:4](=[O:19])[CH:5]([O:16][CH2:17][CH3:18])[CH2:6][C:7]1[CH:15]=[CH:14][CH:13]=[C:12]2[C:8]=1[CH:9]=[CH:10][N:11]2[CH2:34][CH2:33][CH2:32][C:22]1[N:23]=[C:24]([C:26]2[CH:31]=[CH:30][CH:29]=[CH:28][CH:27]=2)[O:25][C:21]=1[CH3:20])[CH3:2]. (2) Given the reactants Cl[C:2]1[CH:3]=[CH:4][C:5]2[N:6]([C:8]([C:11]([F:14])([F:13])[F:12])=[N:9][N:10]=2)[N:7]=1.[C:15]1([CH:21]([N:23]2[CH2:28][CH2:27][NH:26][CH2:25][CH2:24]2)[CH3:22])[CH:20]=[CH:19][CH:18]=[CH:17][CH:16]=1.CCN(C(C)C)C(C)C, predict the reaction product. The product is: [C:15]1([CH:21]([N:23]2[CH2:24][CH2:25][N:26]([C:2]3[CH:3]=[CH:4][C:5]4[N:6]([C:8]([C:11]([F:14])([F:13])[F:12])=[N:9][N:10]=4)[N:7]=3)[CH2:27][CH2:28]2)[CH3:22])[CH:20]=[CH:19][CH:18]=[CH:17][CH:16]=1. (3) Given the reactants Br[C:2]1[C:3]([NH2:14])=[CH:4][C:5]([N:8]2[CH2:13][CH2:12][O:11][CH2:10][CH2:9]2)=[N:6][CH:7]=1.[CH3:15][O:16][C:17]1[CH:18]=[C:19](B(O)O)[CH:20]=[N:21][CH:22]=1.C1(P(C2CCCCC2)C2CCCCC2)CCCCC1.[O-]P([O-])([O-])=O.[K+].[K+].[K+], predict the reaction product. The product is: [CH3:15][O:16][C:17]1[CH:18]=[C:19]([C:2]2[CH:7]=[N:6][C:5]([N:8]3[CH2:13][CH2:12][O:11][CH2:10][CH2:9]3)=[CH:4][C:3]=2[NH2:14])[CH:20]=[N:21][CH:22]=1. (4) Given the reactants [N:1]1[CH:6]=[CH:5][CH:4]=[CH:3][C:2]=1[NH:7][C:8](=O)[O:9]C1C=CC=CC=1.[Cl:17][C:18]1[CH:19]=[C:20]([C:24]2[CH:25]=[CH:26][C:27]3[N:33]([CH2:34][CH3:35])[C:32](=[O:36])[CH2:31][CH2:30][NH:29][C:28]=3[N:37]=2)[CH:21]=[CH:22][CH:23]=1, predict the reaction product. The product is: [Cl:17][C:18]1[CH:19]=[C:20]([C:24]2[CH:25]=[CH:26][C:27]3[N:33]([CH2:34][CH3:35])[C:32](=[O:36])[CH2:31][CH2:30][N:29]([C:8]([NH:7][C:2]4[CH:3]=[CH:4][CH:5]=[CH:6][N:1]=4)=[O:9])[C:28]=3[N:37]=2)[CH:21]=[CH:22][CH:23]=1.